Dataset: Reaction yield outcomes from USPTO patents with 853,638 reactions. Task: Predict the reaction yield, written as a fraction of the theoretical maximum amount of product (1.0 means a 100% yield; for example, 0.34 means a 34% yield). The reactants are FC1C=CC=CC=1NC(=S)NC1C=CC(C2C=C3C(=CC=2)C(=O)N([C@@H](C(C)C)C(O)=O)C3)=CC=1.[CH3:35][O:36][C:37]1[CH:38]=[C:39]([NH:43][C:44](=[S:70])[NH:45][C:46]2[CH:51]=[CH:50][C:49]([C:52]3[CH:53]=[C:54]4[C:58](=[CH:59][CH:60]=3)[C:57](=[O:61])[N:56]([C@@H:62]([CH:67]([CH3:69])[CH3:68])[C:63]([O:65]C)=[O:64])[CH2:55]4)=[CH:48][CH:47]=2)[CH:40]=[CH:41][CH:42]=1. No catalyst specified. The product is [CH3:35][O:36][C:37]1[CH:38]=[C:39]([NH:43][C:44](=[S:70])[NH:45][C:46]2[CH:47]=[CH:48][C:49]([C:52]3[CH:53]=[C:54]4[C:58](=[CH:59][CH:60]=3)[C:57](=[O:61])[N:56]([C@@H:62]([CH:67]([CH3:68])[CH3:69])[C:63]([OH:65])=[O:64])[CH2:55]4)=[CH:50][CH:51]=2)[CH:40]=[CH:41][CH:42]=1. The yield is 0.820.